Binary Classification. Given a miRNA mature sequence and a target amino acid sequence, predict their likelihood of interaction. From a dataset of Experimentally validated miRNA-target interactions with 360,000+ pairs, plus equal number of negative samples. (1) The miRNA is hsa-miR-1270 with sequence CUGGAGAUAUGGAAGAGCUGUGU. The protein sequence of the target gene is MAVLGVQLVVTLLTATLMHRLAPHCSFARWLLCNGSLFRYKHPSEEELRALAGKPRPRGRKERWANGLSEEKPLSVPRDAPFQLETCPLTTVDALVLRFFLEYQWFVDFAVYSGGVYLFTEAYYYMLGPAKETNIAVFWCLLTVTFSIKMFLTVTRLYFSAEEGGERSVCLTFAFLFLLLAMLVQVVREETLELGLEPGLASMTQNLEPLLKKQGWDWALPVAKLAIRVGLAVVGSVLGAFLTFPGLRLAQTHRDALTMSEDRPMLQFLLHTSFLSPLFILWLWTKPIARDFLHQPPFGE.... Result: 0 (no interaction). (2) The miRNA is hsa-miR-625-3p with sequence GACUAUAGAACUUUCCCCCUCA. The protein sequence of the target gene is MPGPQGGRGAATMSLGKLSPVGWVSSSQGKRRLTADMISHPLGDFRHTMHVGRGGDVFGDTSFLSNHGGSSGSTHRSPRSFLAKKLQLVRRVGAPPRRMASPPAPSPAPPAISPIIKNAISLPQLNQAAYDSLVVGKLSFDSSPTSSTDGHSSYGLDSGFCTISRLPRSEKPHDRDRDGSFPSEPGLRRSDSLLSFRLDLDLGPSLLSELLGVMSLPEAPAAETPAPAANPPAPTANPTGPAANPPATTANPPAPAANPSAPAATPTGPAANPPAPAASSTPHGHCPNGVTAGLGPVAEV.... Result: 0 (no interaction). (3) The miRNA is hsa-miR-654-3p with sequence UAUGUCUGCUGACCAUCACCUU. The protein sequence of the target gene is MPLVKRNIEPRHLCRGALPEGVTSELECVTNSTLAAIIRQLSSLSKHAEDIFGELFNEANNFYIRANSLQDRIDRLAVKVTQLDSTVEEVSLQDINMKKAFKSSTIQDQQVVSKNSIPNPVADIYNQSDKPPPLSILTPYRDDKKDGLKFYTDPSYFFDLWKEKMLQDTEDKRKEKRRQKEQKRVDGTTREVKKVRKARNRRQEWNMMAYDKELRPDNRLSQSVHHGASSEGSLSPDTRSHTSDVTDYSYPATPNHALQAQPATPSYTAGDAPLHGTTNQGAEHEYRPSSASARHMALNR.... Result: 0 (no interaction). (4) The miRNA is hsa-miR-940 with sequence AAGGCAGGGCCCCCGCUCCCC. The protein sequence of the target gene is MVLWILWRPFGFSGRFLKLESHSITESKSLIPVAWTSLTQMLLEAPGIFLLGQRKRFSTMPETETHERETELFSPPSDVRGMTKLDRTAFKKTVNIPVLKVRKEIVSKLMRSLKRAALQRPGIRRVIEDPEDKESRLIMLDPYKIFTHDSFEKAELSVLEQLNVSPQISKYNLELTYEHFKSEEILRAVLPEGQDVTSGFSRIGHIAHLNLRDHQLSFKHLIGQVMIDKNPGITSAVNKINNIDNMYRNFQMEVLSGEQNMMTKVRENNYTYEFDFSKVYWNPRLSTEHSRITELLKPGD.... Result: 1 (interaction). (5) The miRNA is hsa-miR-337-5p with sequence GAACGGCUUCAUACAGGAGUU. The protein sequence of the target gene is MKSALCSRFFILLPWILIVIIMLDVDPRRPAPQLTSRPYFSPHAVGCGGSRVPLRRSSPGRDAAEKRNESRPQLQPEPRLPTIYAITPTYSRPVQKAELTRLANTFRQVAQLHWILVEDRATRSELVSSFLARAGLPNTHLHVPTPRRYKRPWLPRATEQRNAGLAWLRQRHQHQSAQPGVLFFADDDNTYSLELFQEMRTTRKVSVWPVGLVGGRRYERPLVKNGKVVGWYTGWREDRPFAIDMAGFAVSLQVILSNPKAVFKRRGSQPGMQESDFLKQITTVEELEPKASNCTKVLVW.... Result: 0 (no interaction). (6) The miRNA is hsa-miR-6860 with sequence ACUGGGCAGGGCUGUGGUGAGU. The protein sequence of the target gene is MNEAMATDSPRRPSRCTGGVVVRPQAVTEQSYMESVVTFLQDVVPQAYSGTPLTEEKEKIVWVRFENADLNDTSRNLEFHEIHSTGNEPPLLIMIGYSDGMQVWSIPISGEAQELFSVRHGPIRAARILPAPQFGAQKCDNFAEKRPLLGVCKSIGSSGTSPPYCCVDLYSLRTGEMVKSIQFKTPIYDLHCNKRILVVVLQEKIAAFDSCTFTKKFFVTSCYPCPGPNMNPIALGSRWLAYAENKLIRCHQSRGGACGDNIQSYTATVISAAKTLKSGLTMVGKVVTQLTGTLPSGVTE.... Result: 1 (interaction). (7) Result: 0 (no interaction). The protein sequence of the target gene is MAEGEDMQTFTSIMDALVRISTSMKNMEKELLCPVCQEMYKQPLVLPCTHNVCQACAREVLGQQGYIGHGGDPSSEPTSPASTPSTRSPRLSRRTLPKPDRLDRLLKSGFGTYPGRKRGALHPQTILFPCPACQGDVELGERGLSGLFRNLTLERVVERYRQSVSVGGAILCQLCKPPPLEATKGCTECRATFCNECFKLFHPWGTQKAQHEPTLPTLSFRPKGLMCPDHKEEVTHYCKTCQRLVCQLCRVRRTHSGHKITPVLSAYQALKDKLTKSLAYILGNQDTVQTQICELEETIR.... The miRNA is cel-miR-87-3p with sequence GUGAGCAAAGUUUCAGGUGUGC. (8) The miRNA is mmu-miR-375-3p with sequence UUUGUUCGUUCGGCUCGCGUGA. The protein sequence of the target gene is MATAATSPALKRLDLRDPAALFETHGAEEIRGLERQVRAEIEHKKEELRQMVGERYRDLIEAADTIGQMRRCAVGLVDAVKATDQYCARLRQAGSAAPRPPRAQQPQQPSQEKFYSMAAQIKLLLEIPEKIWSSMEASQCLHATQLYLLCCHLHSLLQLDSSSSRYSPVLSRFPILIRQVAAASHFRSTILHESKMLLKCQGVSDQAVAEALCSIMLLEESSPRQALTDFLLARKATIQKLLNQPHHGAGIKAQICSLVELLATTLKQAHALFYTLPEGLLPDPALPCGLLFSTLETITG.... Result: 0 (no interaction). (9) The miRNA is hsa-miR-2117 with sequence UGUUCUCUUUGCCAAGGACAG. The protein sequence of the target gene is MLVCYSVLACESLWDLPCSIMGSPLGHFTWDKYLKETCSVPAPVHCFKQSYTPPSNEFKISMKLEAQDPRNTTSTCIATVVGLTGARLRLRLDGSDNKNDFWRLVDSSEIQPIGNCEKNGGMLQPPLGFRLNASSWPMFLLKTLNGAEMAPIKIFHKEPPSPSHNFFKMGMKLEAVDRKNPHFICPATIGEVRGAEVLVTFDGWRGAFDYWCRFDSRDIFPVGWCSLTGDNLQPPGTKVVIPKNPSPSSDVSTEKPSIHSTKTVLEHQPGQRGRKPGKKRGRTPKILIPHPTSTPSKSAE.... Result: 0 (no interaction). (10) The miRNA is hsa-miR-2115-5p with sequence AGCUUCCAUGACUCCUGAUGGA. The protein sequence of the target gene is MPYLYRAPGPQAHPVPKDARITHSSGQSFEQMRQECLQRGTLFEDADFPASNSSLFYSERPQIPFVWKRPGEIVKNPEFILGGATRTDICQGELGDCWLLAAIASLTLNQKALARVIPQDQSFGPGYAGIFHFQFWQHSEWLDVVIDDRLPTFRDRLVFLHSADHNEFWSALLEKAYAKLNGSYEALKGGSAIEAMEDFTGGVAETFQTKEAPENFYEILEKALKRGSLLGCFIDTRSAAESEARTPFGLIKGHAYSVTGIDQVSFRGQRIELIRIRNPWGQVEWNGSWSDSSPEWRSVG.... Result: 0 (no interaction).